Dataset: Catalyst prediction with 721,799 reactions and 888 catalyst types from USPTO. Task: Predict which catalyst facilitates the given reaction. (1) Reactant: BrBr.[NH2:3][C:4]1[N:8]([C:9]2[CH:14]=[CH:13][CH:12]=[C:11]([Br:15])[CH:10]=2)[N:7]=[C:6]([C:16]([O:18][CH2:19][CH3:20])=[O:17])[CH:5]=1.[S-:21][C:22]#[N:23].[K+].C(=O)([O-])[O-].[Na+].[Na+]. Product: [NH2:3][C:4]1[N:8]([C:9]2[CH:14]=[CH:13][CH:12]=[C:11]([Br:15])[CH:10]=2)[N:7]=[C:6]([C:16]([O:18][CH2:19][CH3:20])=[O:17])[C:5]=1[S:21][C:22]#[N:23]. The catalyst class is: 40. (2) Reactant: [Li]CCCC.Br[C:7]1[CH:12]=[CH:11][C:10]([F:13])=[CH:9][N:8]=1.[N+:14]([C:17]1[C:18]([CH:27]=[O:28])=[CH:19][CH:20]=[C:21]2[C:26]=1[N:25]=[CH:24][CH:23]=[CH:22]2)([O-:16])=[O:15].[NH4+].[Cl-]. Product: [F:13][C:10]1[CH:11]=[CH:12][C:7]([CH:27]([C:18]2[C:17]([N+:14]([O-:16])=[O:15])=[C:26]3[C:21]([CH:22]=[CH:23][CH:24]=[N:25]3)=[CH:20][CH:19]=2)[OH:28])=[N:8][CH:9]=1. The catalyst class is: 247. (3) Reactant: [C:1]([O:5][C:6]([N:8]1[CH2:15][C:14]2[C:10](=[N:11][NH:12][C:13]=2[NH2:16])[CH2:9]1)=[O:7])([CH3:4])([CH3:3])[CH3:2].[CH3:17][CH:18]([C:22](=O)[CH3:23])[C:19](=O)[CH3:20]. Product: [C:1]([O:5][C:6]([N:8]1[CH2:15][C:14]2=[C:13]3[N:12]([N:11]=[C:10]2[CH2:9]1)[C:22]([CH3:23])=[C:18]([CH3:17])[C:19]([CH3:20])=[N:16]3)=[O:7])([CH3:4])([CH3:2])[CH3:3]. The catalyst class is: 52. (4) Reactant: C([O:3][C:4]([C:6]1[C:7]([CH2:12][CH2:13][CH2:14][CH3:15])=[N:8][O:9][C:10]=1[CH3:11])=[O:5])C.[CH:16](=O)[C:17]1[CH:22]=[CH:21][CH:20]=[CH:19][CH:18]=1.[O-]CC.[Na+].Cl. Product: [CH2:12]([C:7]1[C:6]([C:4]([OH:3])=[O:5])=[C:10](/[CH:11]=[CH:16]/[C:17]2[CH:22]=[CH:21][CH:20]=[CH:19][CH:18]=2)[O:9][N:8]=1)[CH2:13][CH2:14][CH3:15]. The catalyst class is: 8. (5) Reactant: C([O:8][C:9]1[C:32]([O:33][CH3:34])=[CH:31][C:12]2[C:13]3[N:18]([CH:19]([C:21]([CH3:24])([CH3:23])[CH3:22])[CH2:20][C:11]=2[CH:10]=1)[CH:17]=[C:16]([C:25]([O:27][CH2:28][CH3:29])=[O:26])[C:15](=[O:30])[CH:14]=3)C1C=CC=CC=1. Product: [C:21]([CH:19]1[N:18]2[C:13](=[CH:14][C:15](=[O:30])[C:16]([C:25]([O:27][CH2:28][CH3:29])=[O:26])=[CH:17]2)[C:12]2[CH:31]=[C:32]([O:33][CH3:34])[C:9]([OH:8])=[CH:10][C:11]=2[CH2:20]1)([CH3:22])([CH3:23])[CH3:24]. The catalyst class is: 50. (6) Reactant: [NH:1]1[CH:5]([C:6]([O:8][CH:9]([CH3:11])[CH3:10])=[O:7])[CH2:4][CH2:3][C:2]1=[O:12].[C:13](Cl)(=[O:25])[CH2:14][CH2:15][CH2:16][CH2:17][CH2:18][CH2:19][CH2:20][CH2:21][CH2:22][CH2:23][CH3:24].C(N(CC)CC)C. Product: [C:13]([N:1]1[CH:5]([C:6]([O:8][CH:9]([CH3:10])[CH3:11])=[O:7])[CH2:4][CH2:3][C:2]1=[O:12])(=[O:25])[CH2:14][CH2:15][CH2:16][CH2:17][CH2:18][CH2:19][CH2:20][CH2:21][CH2:22][CH2:23][CH3:24]. The catalyst class is: 11. (7) Reactant: Cl.C(N=C=NC[CH2:8][CH2:9][N:10]([CH3:12])C)C.O[N:14]1[C:18]2[CH:19]=[CH:20][CH:21]=[CH:22]C=2N=N1.[CH:23]([N:26](C(C)C)CC)(C)C.[CH:32]1([CH2:40][O:41][C:42]2[CH:50]=[CH:49][C:45]([C:46]([OH:48])=O)=[CH:44][CH:43]=2)[CH2:39][CH2:38][CH2:37][CH2:36][CH2:35][CH2:34][CH2:33]1.C1(CO)CCCCCCC1.CC[O:63][C:64](C)=[O:65]. Product: [CH:32]1([CH2:40][O:41][C:42]2[CH:43]=[CH:44][C:45]([C:46]([N:10]3[CH2:9][CH2:8][N:26]([C:64]([O:63][C:21]4[CH:22]=[N:14][CH:18]=[CH:19][CH:20]=4)=[O:65])[CH2:23][CH2:12]3)=[O:48])=[CH:49][CH:50]=2)[CH2:33][CH2:34][CH2:35][CH2:36][CH2:37][CH2:38][CH2:39]1. The catalyst class is: 3.